From a dataset of Forward reaction prediction with 1.9M reactions from USPTO patents (1976-2016). Predict the product of the given reaction. (1) Given the reactants [F:1][CH:2]([F:25])[O:3][C:4]1[CH:24]=[CH:23][C:7]2[NH:8][C:9]([S:11][CH2:12][C:13]3[C:18]([O:19][CH3:20])=[C:17]([O:21][CH3:22])[CH:16]=[CH:15][N:14]=3)=[N:10][C:6]=2[CH:5]=1.[OH-].[Na+].[O-]Cl.[Na+].S(S([O-])=O)([O-])(=O)=[O:32].[Na+].[Na+].Cl, predict the reaction product. The product is: [CH3:22][O:21][C:17]1[CH:16]=[CH:15][N:14]=[C:13]([CH2:12][S+:11]([O-:32])[C:9]2[NH:8][C:7]3[CH:23]=[CH:24][C:4]([O:3][CH:2]([F:1])[F:25])=[CH:5][C:6]=3[N:10]=2)[C:18]=1[O:19][CH3:20]. (2) Given the reactants [CH3:1][C:2]1[CH2:8][C@@H:7]([C@H:9]([C@@H:11]2[C@@:15]3([CH3:32])[CH2:16][CH2:17][C@@H:18]4[C@@:23]5([CH3:30])[C:24]([CH:26]=[CH:27][C@H:28]([OH:29])[C@@:22]65[O:31][C@@H:21]6[CH2:20][C@H:19]4[C@@H:14]3[CH2:13][CH2:12]2)=[O:25])[CH3:10])[O:6][C:4](=[O:5])[C:3]=1[CH2:33][OH:34].[C:35](OC(=O)C)(=[O:37])[CH3:36].C(O)C, predict the reaction product. The product is: [CH3:1][C:2]1[CH2:8][C@H:7]([C@H:9]([C@@H:11]2[C@@:15]3([CH3:32])[CH2:16][CH2:17][C@@H:18]4[C@@:23]5([CH3:30])[C:24]([CH:26]=[CH:27][C@H:28]([OH:29])[C@@:22]65[O:31][C@@H:21]6[CH2:20][C@H:19]4[C@@H:14]3[CH2:13][CH2:12]2)=[O:25])[CH3:10])[O:6][C:4](=[O:5])[C:3]=1[CH2:33][O:34][C:35]([CH3:36])=[O:37].